This data is from Forward reaction prediction with 1.9M reactions from USPTO patents (1976-2016). The task is: Predict the product of the given reaction. (1) Given the reactants [S:1]1[CH:5]=[CH:4][C:3]2[C:6]([N:10]3[CH2:15][CH2:14][N:13]([CH2:16][CH2:17][CH2:18][CH2:19][N:20]4[CH:29]=[CH:28][C:27]5[C:22](=[CH:23][C:24]([O:30][CH3:31])=[CH:25][CH:26]=5)[C:21]4=[O:32])[CH2:12][CH2:11]3)=[CH:7][CH:8]=[CH:9][C:2]1=2.[Cl:33]CCCCN1C=CC2C(=CC(OC)=CC=2)C1=O.C(O)C.Cl, predict the reaction product. The product is: [ClH:33].[S:1]1[CH:5]=[CH:4][C:3]2[C:6]([N:10]3[CH2:11][CH2:12][N:13]([CH2:16][CH2:17][CH2:18][CH2:19][N:20]4[CH:29]=[CH:28][C:27]5[C:22](=[CH:23][C:24]([O:30][CH3:31])=[CH:25][CH:26]=5)[C:21]4=[O:32])[CH2:14][CH2:15]3)=[CH:7][CH:8]=[CH:9][C:2]1=2. (2) Given the reactants [Br:1][C:2]1[CH:3]=[CH:4][C:5]([F:16])=[C:6]([C@@:8]2([CH3:15])[NH:13][C:12](=O)[CH2:11][O:10][CH2:9]2)[CH:7]=1.[Cl-].[NH4+:18], predict the reaction product. The product is: [Br:1][C:2]1[CH:3]=[CH:4][C:5]([F:16])=[C:6]([C@:8]2([CH3:15])[CH2:9][O:10][CH2:11][C:12]([NH2:18])=[N:13]2)[CH:7]=1.